This data is from Full USPTO retrosynthesis dataset with 1.9M reactions from patents (1976-2016). The task is: Predict the reactants needed to synthesize the given product. Given the product [CH3:13][C:7]1[C:6]([CH2:5][CH2:4][C:1]([OH:3])=[O:2])=[CH:10][NH:9][C:8]=1[CH:11]=[C:17]1[C:16]2[C:20](=[CH:21][CH:22]=[CH:23][C:15]=2[CH3:14])[NH:19][C:18]1=[O:24], predict the reactants needed to synthesize it. The reactants are: [C:1]([CH2:4][CH2:5][C:6]1[C:7]([CH3:13])=[C:8]([CH:11]=O)[NH:9][CH:10]=1)([OH:3])=[O:2].[CH3:14][C:15]1[CH:23]=[CH:22][CH:21]=[C:20]2[C:16]=1[CH2:17][C:18](=[O:24])[NH:19]2.N1CCCCC1.